Dataset: Catalyst prediction with 721,799 reactions and 888 catalyst types from USPTO. Task: Predict which catalyst facilitates the given reaction. (1) Reactant: [CH3:1][O:2][C:3]([N:5]1[CH2:10][CH2:9][NH:8][CH2:7][C@H:6]1[C:11]([OH:13])=[O:12])=[O:4].C([O-])([O-])=O.[K+].[K+].Cl[C:21]([O:23][CH2:24][CH:25]1[C:37]2[CH:36]=[CH:35][CH:34]=[CH:33][C:32]=2[C:31]2[C:26]1=[CH:27][CH:28]=[CH:29][CH:30]=2)=[O:22]. Product: [CH:36]1[C:37]2[CH:25]([CH2:24][O:23][C:21]([N:8]3[CH2:9][CH2:10][N:5]([C:3]([O:2][CH3:1])=[O:4])[C@H:6]([C:11]([OH:13])=[O:12])[CH2:7]3)=[O:22])[C:26]3[C:31](=[CH:30][CH:29]=[CH:28][CH:27]=3)[C:32]=2[CH:33]=[CH:34][CH:35]=1. The catalyst class is: 38. (2) Reactant: C[Si]([N:5]=[C:6]=[O:7])(C)C.[CH3:8][C:9]1([CH3:22])[C:13]([CH3:15])([CH3:14])[O:12][B:11]([C:16]2[CH2:17][CH2:18][NH:19][CH2:20][CH:21]=2)[O:10]1.CCN(C(C)C)C(C)C.C([O-])(O)=O.[Na+]. Product: [CH3:15][C:13]1([CH3:14])[C:9]([CH3:22])([CH3:8])[O:10][B:11]([C:16]2[CH2:17][CH2:18][N:19]([C:6]([NH2:5])=[O:7])[CH2:20][CH:21]=2)[O:12]1. The catalyst class is: 2. (3) Reactant: [CH3:1][C:2]1[CH:7]=[CH:6][C:5]([S:8]([OH:11])(=[O:10])=[O:9])=[CH:4][CH:3]=1.[CH3:12][C:13]1[N:18]([C:19]2[CH:24]=[CH:23][CH:22]=[C:21]([C:25]([F:28])([F:27])[F:26])[CH:20]=2)[C:17](=[O:29])[C:16]([C:30]([NH:32][CH2:33][C:34]2[CH:39]=[CH:38][C:37]([S:40]([CH3:43])(=[O:42])=[O:41])=[CH:36][N:35]=2)=[O:31])=[CH:15][C:14]=1[C:44]1[N:48]([CH3:49])[N:47]=[CH:46][CH:45]=1.O.[C:51]1([CH3:61])[CH:56]=[CH:55][C:54]([S:57]([OH:60])(=[O:59])=[O:58])=[CH:53][CH:52]=1. Product: [CH3:1][C:2]1[CH:3]=[CH:4][C:5]([S:8]([OH:11])(=[O:10])=[O:9])=[CH:6][CH:7]=1.[CH3:12][C:13]1[N:18]([C:19]2[CH:24]=[CH:23][CH:22]=[C:21]([C:25]([F:27])([F:26])[F:28])[CH:20]=2)[C:17](=[O:29])[C:16]([C:30]([NH:32][CH2:33][C:34]2[CH:39]=[CH:38][C:37]([S:40]([CH3:43])(=[O:42])=[O:41])=[CH:36][N:35]=2)=[O:31])=[CH:15][C:14]=1[C:44]1[N:48]([CH3:49])[N:47]=[CH:46][CH:45]=1.[S:57]([C:54]1[CH:55]=[CH:56][C:51]([CH3:61])=[CH:52][CH:53]=1)([O-:60])(=[O:59])=[O:58]. The catalyst class is: 21. (4) Reactant: CS(C)=O.[C:5]([C:7]1[CH:12]=[CH:11][C:10](O)=[CH:9][CH:8]=1)#[N:6].[NH2:14][OH:15].[OH-:16].[Na+]. Product: [OH:15][N:14]=[C:5]([NH2:6])[C:7]1[CH:12]=[CH:11][C:10]([OH:16])=[CH:9][CH:8]=1. The catalyst class is: 408. (5) Reactant: [Br:1][C:2]1[C:3](=[O:27])[NH:4][C:5]([CH:8]([N:10]2[CH2:15][CH2:14][N:13]([S:16]([C:19]3[CH:24]=[CH:23][C:22]([O:25][CH3:26])=[CH:21][CH:20]=3)(=[O:18])=[O:17])[CH2:12][CH2:11]2)[CH3:9])=[N:6][CH:7]=1.I[CH:29]1[CH2:33][CH2:32][CH2:31][CH2:30]1.C(=O)([O-])[O-].[K+].[K+]. Product: [Br:1][C:2]1[C:3]([O:27][CH:29]2[CH2:33][CH2:32][CH2:31][CH2:30]2)=[N:4][C:5]([CH:8]([N:10]2[CH2:15][CH2:14][N:13]([S:16]([C:19]3[CH:24]=[CH:23][C:22]([O:25][CH3:26])=[CH:21][CH:20]=3)(=[O:18])=[O:17])[CH2:12][CH2:11]2)[CH3:9])=[N:6][CH:7]=1. The catalyst class is: 3. (6) Reactant: [Si]([O:8][CH2:9][C:10]1([CH3:37])[S:16][CH2:15][CH2:14][N:13]2[C:17]([C:20]3([C:23]4[CH:28]=[CH:27][C:26]([C:29]5[C:30]([C:35]#[N:36])=[N:31][CH:32]=[CH:33][CH:34]=5)=[CH:25][CH:24]=4)[CH2:22][CH2:21]3)=[N:18][N:19]=[C:12]2[CH2:11]1)(C(C)(C)C)(C)C.Cl. Product: [OH:8][CH2:9][C:10]1([CH3:37])[S:16][CH2:15][CH2:14][N:13]2[C:17]([C:20]3([C:23]4[CH:28]=[CH:27][C:26]([C:29]5[C:30]([C:35]#[N:36])=[N:31][CH:32]=[CH:33][CH:34]=5)=[CH:25][CH:24]=4)[CH2:22][CH2:21]3)=[N:18][N:19]=[C:12]2[CH2:11]1. The catalyst class is: 5. (7) Reactant: [CH3:1][C:2]1[CH:3]=[C:4]([C:17]2[CH:22]=[CH:21][CH:20]=[C:19]([CH:23]=[O:24])[CH:18]=2)[CH:5]=[C:6]([CH3:16])[C:7]=1[O:8][CH2:9][CH2:10][CH2:11][S:12]([CH3:15])(=[O:14])=[O:13].[BH4-].[Na+]. Product: [CH3:16][C:6]1[CH:5]=[C:4]([C:17]2[CH:22]=[CH:21][CH:20]=[C:19]([CH2:23][OH:24])[CH:18]=2)[CH:3]=[C:2]([CH3:1])[C:7]=1[O:8][CH2:9][CH2:10][CH2:11][S:12]([CH3:15])(=[O:14])=[O:13]. The catalyst class is: 5. (8) Reactant: [Na:1].Cl[P:3]([C:10]1[CH:15]=[CH:14][CH:13]=[CH:12][CH:11]=1)[C:4]1[CH:9]=[CH:8][CH:7]=[CH:6][CH:5]=1. Product: [Na:1].[C:10]1([PH:3][C:4]2[CH:5]=[CH:6][CH:7]=[CH:8][CH:9]=2)[CH:11]=[CH:12][CH:13]=[CH:14][CH:15]=1. The catalyst class is: 7. (9) Reactant: [NH2:1][C:2]1[C:3]([C:15]([O:17]C)=O)=[N:4][C:5]([C:8]2[C:13]([Cl:14])=[CH:12][CH:11]=[CH:10][N:9]=2)=[CH:6][N:7]=1.C(N(C(C)C)C(C)C)C.[NH2:28][C:29]1[C:34]([N:35]2[CH2:40][CH2:39][C:38]([NH:42][C:43](=[O:49])[O:44][C:45]([CH3:48])([CH3:47])[CH3:46])([CH3:41])[CH2:37][CH2:36]2)=[CH:33][CH:32]=[CH:31][N:30]=1. Product: [NH2:1][C:2]1[C:3]([C:15]([NH:28][C:29]2[C:34]([N:35]3[CH2:40][CH2:39][C:38]([NH:42][C:43](=[O:49])[O:44][C:45]([CH3:48])([CH3:47])[CH3:46])([CH3:41])[CH2:37][CH2:36]3)=[CH:33][CH:32]=[CH:31][N:30]=2)=[O:17])=[N:4][C:5]([C:8]2[C:13]([Cl:14])=[CH:12][CH:11]=[CH:10][N:9]=2)=[CH:6][N:7]=1. The catalyst class is: 3. (10) Reactant: [F:1][C:2]1[CH:7]=[CH:6][CH:5]=[CH:4][C:3]=1[N:8]1[CH2:13][CH2:12][NH:11][C@H:10]([CH3:14])[CH2:9]1.C[C@H]1CNCCN1. Product: [F:1][C:2]1[CH:7]=[CH:6][CH:5]=[CH:4][C:3]=1[N:8]1[CH2:13][CH2:12][NH:11][C@@H:10]([CH3:14])[CH2:9]1. The catalyst class is: 147.